Dataset: Full USPTO retrosynthesis dataset with 1.9M reactions from patents (1976-2016). Task: Predict the reactants needed to synthesize the given product. (1) Given the product [CH:1]1([C:6](=[O:8])[CH2:12][C:11]#[N:13])[CH2:2][CH2:3][CH2:4][CH2:5]1, predict the reactants needed to synthesize it. The reactants are: [CH:1]1([C:6]([O:8]CC)=O)[CH2:5][CH2:4][CH2:3][CH2:2]1.[C:11](#[N:13])[CH3:12].[H-].[Na+]. (2) Given the product [CH:23]([O:22][C:19]1[CH:20]=[CH:21][C:16]([N:7]2[C:8]3[C:13](=[CH:12][CH:11]=[C:10]([O:15][C:31]4[CH:32]=[CH:33][CH:34]=[C:29]([O:28][C:27]([F:26])([F:38])[F:39])[CH:30]=4)[CH:9]=3)[CH:14]=[C:6]2[C:4]([OH:3])=[O:5])=[CH:17][CH:18]=1)([CH3:24])[CH3:25], predict the reactants needed to synthesize it. The reactants are: C([O:3][C:4]([C:6]1[N:7]([C:16]2[CH:21]=[CH:20][C:19]([O:22][CH:23]([CH3:25])[CH3:24])=[CH:18][CH:17]=2)[C:8]2[C:13]([CH:14]=1)=[CH:12][CH:11]=[C:10]([OH:15])[CH:9]=2)=[O:5])C.[F:26][C:27]([F:39])([F:38])[O:28][C:29]1[CH:30]=[C:31](B(O)O)[CH:32]=[CH:33][CH:34]=1.C(OC1C=CC(N2C3C(=CC=C(OC4C=CC(OC(F)(F)F)=CC=4)C=3)C=C2C(O)=O)=CC=1)(C)C. (3) Given the product [CH2:26]([C:2]1[CH:3]=[CH:4][C:5]2[O:6][C:7]3[CH:15]=[C:14]([OH:16])[CH:13]=[C:12]([OH:18])[C:8]=3[CH2:9][CH2:10][C:20]=2[CH:21]=1)[CH2:27][CH2:22][CH2:23][CH2:24][CH3:25], predict the reactants needed to synthesize it. The reactants are: Br[C:2]1[CH:21]=[CH:20][C:5]2[O:6][C:7]3[CH:15]=[C:14]([O:16]C)[CH:13]=[C:12]([O:18]C)[C:8]=3[C:9](=O)[CH2:10][C:4]=2[CH:3]=1.[C:22]1(P([C:22]2[CH:27]=[CH:26][CH:25]=[CH:24][CH:23]=2)[C:22]2[CH:27]=[CH:26][CH:25]=[CH:24][CH:23]=2)[CH:27]=[CH:26][CH:25]=[CH:24][CH:23]=1.C#CCCCC.C(N(CC)C(C)C)(C)C.